From a dataset of Full USPTO retrosynthesis dataset with 1.9M reactions from patents (1976-2016). Predict the reactants needed to synthesize the given product. (1) The reactants are: [OH:1][CH2:2][C:3]1[O:7][N:6]=[C:5]([C:8]([O:10][CH2:11][CH3:12])=[O:9])[CH:4]=1.[H-].[Na+].[CH2:15](Br)[C:16]#[CH:17].[Cl-].[NH4+]. Given the product [CH2:17]([O:1][CH2:2][C:3]1[O:7][N:6]=[C:5]([C:8]([O:10][CH2:11][CH3:12])=[O:9])[CH:4]=1)[C:16]#[CH:15], predict the reactants needed to synthesize it. (2) Given the product [CH3:15][O:14][CH2:13][CH2:12][NH:11][C:8]1[CH:9]=[CH:10][N:5]2[N:4]=[CH:3][C:2]([C:24]3[CH:23]=[CH:22][C:21]([C:20]4[NH:19][N:18]=[N:17][N:16]=4)=[CH:26][CH:25]=3)=[C:6]2[N:7]=1, predict the reactants needed to synthesize it. The reactants are: Br[C:2]1[CH:3]=[N:4][N:5]2[CH:10]=[CH:9][C:8]([NH:11][CH2:12][CH2:13][O:14][CH3:15])=[N:7][C:6]=12.[NH:16]1[C:20]([C:21]2[CH:26]=[CH:25][C:24](B(O)O)=[CH:23][CH:22]=2)=[N:19][N:18]=[N:17]1.O.[O-]P([O-])([O-])=O.[K+].[K+].[K+].ClCCl.N#N.